Task: Predict the product of the given reaction.. Dataset: Forward reaction prediction with 1.9M reactions from USPTO patents (1976-2016) The product is: [Cl:1][C:2]1[CH:7]=[CH:6][C:5]([O:8][C:9](=[O:24])[N:10]([CH2:12][CH2:13][C@H:14]2[CH2:19][CH2:18][C@H:17](/[CH:20]=[CH:21]/[CH2:22][N:28]([CH2:25][CH:26]=[CH2:27])[CH3:29])[CH2:16][CH2:15]2)[CH3:11])=[CH:4][CH:3]=1. Given the reactants [Cl:1][C:2]1[CH:7]=[CH:6][C:5]([O:8][C:9](=[O:24])[N:10]([CH2:12][CH2:13][C@H:14]2[CH2:19][CH2:18][C@H:17](/[CH:20]=[CH:21]/[CH2:22]Cl)[CH2:16][CH2:15]2)[CH3:11])=[CH:4][CH:3]=1.[CH2:25]([NH:28][CH3:29])[CH:26]=[CH2:27], predict the reaction product.